Dataset: NCI-60 drug combinations with 297,098 pairs across 59 cell lines. Task: Regression. Given two drug SMILES strings and cell line genomic features, predict the synergy score measuring deviation from expected non-interaction effect. (1) Drug 1: CN(C)C(=N)N=C(N)N. Drug 2: C1=CC(=C(C=C1I)F)NC2=C(C=CC(=C2F)F)C(=O)NOCC(CO)O. Cell line: T-47D. Synergy scores: CSS=9.75, Synergy_ZIP=2.94, Synergy_Bliss=7.05, Synergy_Loewe=7.24, Synergy_HSA=7.31. (2) Drug 1: CC12CCC(CC1=CCC3C2CCC4(C3CC=C4C5=CN=CC=C5)C)O. Drug 2: CN(CC1=CN=C2C(=N1)C(=NC(=N2)N)N)C3=CC=C(C=C3)C(=O)NC(CCC(=O)O)C(=O)O. Cell line: OVCAR-8. Synergy scores: CSS=27.2, Synergy_ZIP=1.56, Synergy_Bliss=7.01, Synergy_Loewe=-12.9, Synergy_HSA=6.96. (3) Drug 1: CNC(=O)C1=CC=CC=C1SC2=CC3=C(C=C2)C(=NN3)C=CC4=CC=CC=N4. Drug 2: C(=O)(N)NO. Cell line: K-562. Synergy scores: CSS=54.3, Synergy_ZIP=-3.04, Synergy_Bliss=-7.50, Synergy_Loewe=-50.6, Synergy_HSA=-8.62. (4) Drug 1: CN(C)C1=NC(=NC(=N1)N(C)C)N(C)C. Drug 2: CS(=O)(=O)CCNCC1=CC=C(O1)C2=CC3=C(C=C2)N=CN=C3NC4=CC(=C(C=C4)OCC5=CC(=CC=C5)F)Cl. Cell line: OVCAR-4. Synergy scores: CSS=4.45, Synergy_ZIP=-0.235, Synergy_Bliss=0.688, Synergy_Loewe=-7.63, Synergy_HSA=-2.59. (5) Drug 1: CC(CN1CC(=O)NC(=O)C1)N2CC(=O)NC(=O)C2. Synergy scores: CSS=3.42, Synergy_ZIP=2.27, Synergy_Bliss=5.76, Synergy_Loewe=1.74, Synergy_HSA=2.00. Cell line: NCI/ADR-RES. Drug 2: CC(C)NC(=O)C1=CC=C(C=C1)CNNC.Cl.